From a dataset of Reaction yield outcomes from USPTO patents with 853,638 reactions. Predict the reaction yield, written as a fraction of the theoretical maximum amount of product (1.0 means a 100% yield; for example, 0.34 means a 34% yield). The reactants are Cl.[NH2:2][OH:3].[OH-].[K+].C[O:7][C:8]([CH:10]([NH:15][C:16](=[O:22])[O:17][C:18]([CH3:21])([CH3:20])[CH3:19])[CH2:11][CH:12]([CH3:14])[CH3:13])=O.O. The catalyst is CO.C(O)(=O)C. The product is [OH:3][NH:2][C:8]([CH:10]([NH:15][C:16](=[O:22])[O:17][C:18]([CH3:21])([CH3:20])[CH3:19])[CH2:11][CH:12]([CH3:14])[CH3:13])=[O:7]. The yield is 0.900.